Dataset: Full USPTO retrosynthesis dataset with 1.9M reactions from patents (1976-2016). Task: Predict the reactants needed to synthesize the given product. (1) The reactants are: Cl.Cl.[N:3]12[CH2:10][CH2:9][C:6]([CH2:11][NH2:12])([CH2:7][CH2:8]1)[CH2:5][CH2:4]2.C[O-].[Na+].C(O)(=O)C.C([BH3-])#N.[Na+].[CH3:24][O:25][C:26]1[CH:49]=[CH:48][C:29]([CH2:30][N:31]2[C:39]3[CH:38]=[CH:37][CH:36]=[C:35]([C:40]([O:42][CH3:43])=[O:41])[C:34]=3[C:33]([CH2:44][CH2:45]C=O)=[CH:32]2)=[CH:28][CH:27]=1. Given the product [CH3:24][O:25][C:26]1[CH:27]=[CH:28][C:29]([CH2:30][N:31]2[C:39]3[CH:38]=[CH:37][CH:36]=[C:35]([C:40]([O:42][CH3:43])=[O:41])[C:34]=3[C:33]([CH2:44][CH2:45][NH:12][CH2:11][C:6]34[CH2:9][CH2:10][N:3]([CH2:8][CH2:7]3)[CH2:4][CH2:5]4)=[CH:32]2)=[CH:48][CH:49]=1, predict the reactants needed to synthesize it. (2) The reactants are: Br[C:2]1[CH:7]=[CH:6][N:5]2[C:8]([C:11]([NH:13][C:14]3[CH:15]=[C:16]([CH:21]=[CH:22][C:23]=3[F:24])[C:17]([O:19]C)=[O:18])=[O:12])=[CH:9][N:10]=[C:4]2[CH:3]=1.[CH3:25][N:26]1[CH:30]=[C:29](B(O)O)[CH:28]=[N:27]1.C(Cl)Cl.C(=O)([O-])[O-].[Cs+].[Cs+].C(=O)([O-])[O-].[Na+].[Na+]. Given the product [F:24][C:23]1[CH:22]=[CH:21][C:16]([C:17]([OH:19])=[O:18])=[CH:15][C:14]=1[NH:13][C:11]([C:8]1[N:5]2[CH:6]=[CH:7][C:2]([C:29]3[CH:28]=[N:27][N:26]([CH3:25])[CH:30]=3)=[CH:3][C:4]2=[N:10][CH:9]=1)=[O:12], predict the reactants needed to synthesize it. (3) Given the product [CH3:1][S:2][C:3]1[S:7][C:6]2=[N:8][C:9]([C:11]3[O:12][C:13]4[CH:19]=[CH:18][CH:17]=[C:16]([O:20][CH2:21][C@H:22]5[CH2:26][CH2:25][CH2:24][N:23]5[C:56](=[O:57])[C@H:49]([NH:48][C:46](=[O:47])[O:45][C:42]([CH3:41])([CH3:44])[CH3:43])[C:50]5[CH:55]=[CH:54][CH:53]=[CH:52][CH:51]=5)[C:14]=4[N:15]=3)=[CH:10][N:5]2[N:4]=1, predict the reactants needed to synthesize it. The reactants are: [CH3:1][S:2][C:3]1[S:7][C:6]2=[N:8][C:9]([C:11]3[O:12][C:13]4[CH:19]=[CH:18][CH:17]=[C:16]([O:20][CH2:21][C@H:22]5[CH2:26][CH2:25][CH2:24][N:23]5C(OC(C)(C)C)=O)[C:14]=4[N:15]=3)=[CH:10][N:5]2[N:4]=1.C(O)(C(F)(F)F)=O.[CH3:41][C:42]([O:45][C:46]([NH:48][C@@H:49]([C:56](O)=[O:57])[C:50]1[CH:55]=[CH:54][CH:53]=[CH:52][CH:51]=1)=[O:47])([CH3:44])[CH3:43].CN(C(ON1N=NC2C=CC=NC1=2)=[N+](C)C)C.F[P-](F)(F)(F)(F)F.CCN(C(C)C)C(C)C. (4) Given the product [C:1]1([C:7]2([CH3:17])[C:8](=[O:16])[N:9]([CH2:19][C:20]([C:22]3[O:23][CH:24]=[CH:25][CH:26]=3)=[O:21])[C:10](=[O:15])[N:11]([CH3:14])[C:12]2=[O:13])[CH2:6][CH2:5][CH2:4][CH2:3][CH:2]=1, predict the reactants needed to synthesize it. The reactants are: [C:1]1([C:7]2([CH3:17])[C:12](=[O:13])[N:11]([CH3:14])[C:10](=[O:15])[NH:9][C:8]2=[O:16])[CH2:6][CH2:5][CH2:4][CH2:3][CH:2]=1.Br[CH2:19][C:20]([C:22]1[O:23][CH:24]=[CH:25][CH:26]=1)=[O:21]. (5) The reactants are: [C:1]([C:3]1[CH:8]=[CH:7][C:6]([CH:9]([CH3:31])[C:10]([NH:12][CH2:13][C:14]2[C:15]([C:24]3[CH:25]=[C:26]([CH3:30])[CH:27]=[CH:28][CH:29]=3)=[N:16][C:17]([C:20]([F:23])([F:22])[F:21])=[CH:18][CH:19]=2)=[O:11])=[CH:5][C:4]=1[CH3:32])#[N:2].[BH4-].[Na+]. Given the product [NH2:2][CH2:1][C:3]1[CH:8]=[CH:7][C:6]([CH:9]([CH3:31])[C:10]([NH:12][CH2:13][C:14]2[C:15]([C:24]3[CH:25]=[C:26]([CH3:30])[CH:27]=[CH:28][CH:29]=3)=[N:16][C:17]([C:20]([F:23])([F:21])[F:22])=[CH:18][CH:19]=2)=[O:11])=[CH:5][C:4]=1[CH3:32], predict the reactants needed to synthesize it. (6) Given the product [Cl:1][C:2]1[C:14]([F:15])=[CH:13][CH:12]=[C:11]2[C:3]=1[C:4]1[CH2:5][CH2:6][CH2:7][C:8](=[O:23])[C:9]=1[NH:10]2, predict the reactants needed to synthesize it. The reactants are: [Cl:1][C:2]1[C:14]([F:15])=[CH:13][CH:12]=[C:11]2[C:3]=1[C:4]1[CH2:5][CH2:6][CH2:7][C:8](=[O:23])[C:9]=1[N:10]2C(OC(C)(C)C)=O.C(O)(C(F)(F)F)=O. (7) The reactants are: [CH:1]1([C:4]2[CH:5]=[C:6]([NH:11][CH:12]3[CH2:17][CH2:16][N:15]([C@H:18]4[CH2:23][CH2:22][C@H:21]([O:24][CH2:25][CH3:26])[CH2:20][CH2:19]4)[CH2:14][CH2:13]3)[C:7]([NH2:10])=[CH:8][CH:9]=2)[CH2:3][CH2:2]1.C(N(C(C)C)CC)(C)C.[Cl:36][C:37](Cl)([O:39]C(=O)OC(Cl)(Cl)Cl)Cl. Given the product [ClH:36].[CH:1]1([C:4]2[CH:9]=[CH:8][C:7]3[NH:10][C:37](=[O:39])[N:11]([CH:12]4[CH2:13][CH2:14][N:15]([C@H:18]5[CH2:23][CH2:22][C@H:21]([O:24][CH2:25][CH3:26])[CH2:20][CH2:19]5)[CH2:16][CH2:17]4)[C:6]=3[CH:5]=2)[CH2:2][CH2:3]1, predict the reactants needed to synthesize it. (8) The reactants are: [Cr]([O-])(OCl)(=O)=O.[NH+]1C=CC=CC=1.[CH2:13]([O:15][C:16]1[CH:23]=[CH:22][CH:21]=[C:20]([CH2:24][CH2:25][CH2:26][CH2:27][CH2:28][CH2:29][CH2:30][CH2:31][CH2:32][CH2:33][CH2:34][CH2:35][CH2:36][CH2:37][CH3:38])[C:17]=1[CH2:18][OH:19])[CH3:14].CCOCC. Given the product [CH2:13]([O:15][C:16]1[CH:23]=[CH:22][CH:21]=[C:20]([CH2:24][CH2:25][CH2:26][CH2:27][CH2:28][CH2:29][CH2:30][CH2:31][CH2:32][CH2:33][CH2:34][CH2:35][CH2:36][CH2:37][CH3:38])[C:17]=1[CH:18]=[O:19])[CH3:14], predict the reactants needed to synthesize it.